Task: Predict which catalyst facilitates the given reaction.. Dataset: Catalyst prediction with 721,799 reactions and 888 catalyst types from USPTO (1) Reactant: [O:1]=[C:2]1[C:11]([C:12]([O:14]C)=[O:13])=[CH:10][C:9]2[C:4](=[CH:5][N:6]=[CH:7][CH:8]=2)[NH:3]1.[OH-].[Li+]. Product: [O:1]=[C:2]1[C:11]([C:12]([OH:14])=[O:13])=[CH:10][C:9]2[C:4](=[CH:5][N:6]=[CH:7][CH:8]=2)[NH:3]1. The catalyst class is: 20. (2) Reactant: [NH2:1][C:2]1[CH:7]=[CH:6][C:5]([CH2:8][C:9]([OH:11])=[O:10])=[CH:4][CH:3]=1.[CH3:12][C:13]1[CH:18]=[CH:17][CH:16]=[CH:15][C:14]=1[N:19]=[C:20]=[O:21].O. Product: [C:13]1([CH3:12])[C:14]([NH:19][C:20]([NH:1][C:2]2[CH:3]=[CH:4][C:5]([CH2:8][C:9]([OH:11])=[O:10])=[CH:6][CH:7]=2)=[O:21])=[CH:15][CH:16]=[CH:17][CH:18]=1. The catalyst class is: 347. (3) Reactant: C(OC([N:11]1[CH2:16][CH2:15][CH:14]([CH:17]([C:19]2[CH:24]=[CH:23][C:22]([C@@H:25]([NH:27][C:28]3[N:33]=[C:32]([C:34]4[N:38]5[CH:39]=[CH:40][CH:41]=[C:42]([CH2:43][CH3:44])[C:37]5=[N:36][CH:35]=4)[C:31]([C:45]#[N:46])=[CH:30][N:29]=3)[CH3:26])=[CH:21][CH:20]=2)[OH:18])[CH2:13][CH2:12]1)=O)C1C=CC=CC=1. Product: [CH2:43]([C:42]1[C:37]2[N:38]([C:34]([C:32]3[C:31]([C:45]#[N:46])=[CH:30][N:29]=[C:28]([NH:27][C@H:25]([C:22]4[CH:21]=[CH:20][C:19]([CH:17]([OH:18])[CH:14]5[CH2:13][CH2:12][NH:11][CH2:16][CH2:15]5)=[CH:24][CH:23]=4)[CH3:26])[N:33]=3)=[CH:35][N:36]=2)[CH:39]=[CH:40][CH:41]=1)[CH3:44]. The catalyst class is: 421. (4) Reactant: [CH3:1][C:2]1([C:17]([O:19][CH3:20])=[O:18])[C:7](=[N:8][C@@H:9]([C:11]2[CH:16]=[CH:15][CH:14]=[CH:13][CH:12]=2)[CH3:10])[CH2:6][CH2:5][O:4][CH2:3]1.[BH-](OC(C)=O)(OC(C)=O)OC(C)=O.[Na+]. Product: [CH3:1][C:2]1([C:17]([O:19][CH3:20])=[O:18])[C@H:7]([NH:8][C@@H:9]([C:11]2[CH:16]=[CH:15][CH:14]=[CH:13][CH:12]=2)[CH3:10])[CH2:6][CH2:5][O:4][CH2:3]1. The catalyst class is: 477. (5) Reactant: [C:1]([O:5][C:6]([NH:8][CH2:9][CH:10]([OH:20])[CH2:11][NH:12][C:13](=[O:19])[O:14][C:15]([CH3:18])([CH3:17])[CH3:16])=[O:7])([CH3:4])([CH3:3])[CH3:2].[S:21](Cl)([CH3:24])(=[O:23])=[O:22]. Product: [C:1]([O:5][C:6]([NH:8][CH2:9][CH:10]([O:20][S:21]([CH3:24])(=[O:23])=[O:22])[CH2:11][NH:12][C:13](=[O:19])[O:14][C:15]([CH3:18])([CH3:17])[CH3:16])=[O:7])([CH3:4])([CH3:2])[CH3:3]. The catalyst class is: 2. (6) Reactant: [OH-].[Na+].C1(S([N:12]2[C:20]3[CH:19]=[CH:18][N:17]=[C:16]([C:21]4[N:22]=[C:23]([N:43]5[CH2:48][CH2:47][O:46][CH2:45][CH2:44]5)[C:24]5[N:29]=[C:28]([CH2:30][N:31]6[CH2:36][CH2:35][N:34]([C:37]([CH3:42])([CH3:41])[C:38]([NH2:40])=[O:39])[CH2:33][CH2:32]6)[S:27][C:25]=5[N:26]=4)[C:15]=3[CH:14]=[CH:13]2)(=O)=O)C=CC=CC=1. Product: [CH3:42][C:37]([N:34]1[CH2:33][CH2:32][N:31]([CH2:30][C:28]2[S:27][C:25]3[N:26]=[C:21]([C:16]4[C:15]5[CH:14]=[CH:13][NH:12][C:20]=5[CH:19]=[CH:18][N:17]=4)[N:22]=[C:23]([N:43]4[CH2:48][CH2:47][O:46][CH2:45][CH2:44]4)[C:24]=3[N:29]=2)[CH2:36][CH2:35]1)([CH3:41])[C:38]([NH2:40])=[O:39]. The catalyst class is: 12. (7) Product: [F:1][C:2]1[CH:7]=[CH:6][CH:5]=[C:4]([F:8])[C:3]=1[CH2:9][CH2:10][C:11]1[CH:12]=[C:13]([CH:17]=[C:18]([O:20][C@@H:21]([CH3:25])[CH2:22][O:23][CH3:24])[CH:19]=1)[C:14]([OH:16])=[O:15]. The catalyst class is: 19. Reactant: [F:1][C:2]1[CH:7]=[CH:6][CH:5]=[C:4]([F:8])[C:3]=1/[CH:9]=[CH:10]/[C:11]1[CH:12]=[C:13]([CH:17]=[C:18]([O:20][C@@H:21]([CH3:25])[CH2:22][O:23][CH3:24])[CH:19]=1)[C:14]([OH:16])=[O:15].[H][H].